From a dataset of Full USPTO retrosynthesis dataset with 1.9M reactions from patents (1976-2016). Predict the reactants needed to synthesize the given product. (1) Given the product [C:17]([C:14]1[CH:13]=[CH:12][C:11]([CH2:10][CH2:9][NH:5][C:6](=[O:8])[O:7][C:22]([CH3:29])([CH3:23])[CH3:21])=[CH:16][CH:15]=1)#[N:18], predict the reactants needed to synthesize it. The reactants are: C([N:5]([CH2:9][CH2:10][C:11]1[CH:16]=[CH:15][C:14]([C:17]#[N:18])=[CH:13][CH:12]=1)[C:6](=[O:8])[OH:7])(C)(C)C.NC[CH2:21][C:22]1[CH:29]=CC(C#N)=C[CH:23]=1.C(O)(C(F)(F)F)=O. (2) Given the product [ClH:20].[Br:1][C:2]1[CH:7]=[CH:6][CH:5]=[CH:4][C:3]=1[O:8][CH:9]1[CH2:12][NH:11][CH2:10]1, predict the reactants needed to synthesize it. The reactants are: [Br:1][C:2]1[CH:7]=[CH:6][CH:5]=[CH:4][C:3]=1[O:8][CH:9]1[CH2:12][N:11](C(OC(C)(C)C)=O)[CH2:10]1.[ClH:20].O1CCOCC1. (3) The reactants are: Cl.Cl.[Br:3][C:4]1[CH:9]=[CH:8][C:7]([C@@H:10]([NH:12][CH2:13][CH2:14][CH2:15][CH:16]([C:18]2[CH:23]=[CH:22][CH:21]=[CH:20][CH:19]=2)[NH2:17])[CH3:11])=[CH:6][CH:5]=1.CCN(C(C)C)C(C)C.Cl[C:34](Cl)([O:36]C(=O)OC(Cl)(Cl)Cl)Cl. Given the product [Br:3][C:4]1[CH:5]=[CH:6][C:7]([C@@H:10]([N:12]2[CH2:13][CH2:14][CH2:15][CH:16]([C:18]3[CH:19]=[CH:20][CH:21]=[CH:22][CH:23]=3)[NH:17][C:34]2=[O:36])[CH3:11])=[CH:8][CH:9]=1, predict the reactants needed to synthesize it. (4) Given the product [CH3:18][C:17]1([CH3:19])[O:5][CH2:4][C:3]([CH2:8][OH:9])([CH2:6][OH:7])[CH2:2][O:1]1, predict the reactants needed to synthesize it. The reactants are: [OH:1][CH2:2][C:3]([CH2:8][OH:9])([CH2:6][OH:7])[CH2:4][OH:5].CN(C)C=O.CO[C:17](OC)([CH3:19])[CH3:18].O.C1(C)C=CC(S(O)(=O)=O)=CC=1.